From a dataset of Forward reaction prediction with 1.9M reactions from USPTO patents (1976-2016). Predict the product of the given reaction. (1) Given the reactants [CH2:1](/[C:3](=[CH:7]\[CH:8]([OH:10])[CH3:9])/[C:4]([NH2:6])=[O:5])[CH3:2].N1C=CC=CC=1.C1COCC1.[Cl:22][CH2:23][C:24](Cl)=[O:25], predict the reaction product. The product is: [CH2:1](/[C:3](=[CH:7]\[CH:8]([O:10][C:24](=[O:25])[CH2:23][Cl:22])[CH3:9])/[C:4]([NH2:6])=[O:5])[CH3:2]. (2) Given the reactants [F:1][CH:2]([CH2:16][CH2:17][C:18]1[N:23]=[N:22][C:21]2[NH:24][C:25]([C:27]3[CH:32]=[CH:31][CH:30]=[CH:29][C:28]=3[F:33])=[CH:26][C:20]=2[CH:19]=1)[CH2:3][N:4]1[CH:8]=[C:7]([C:9]([O:11]C(C)(C)C)=[O:10])[N:6]=[N:5]1, predict the reaction product. The product is: [F:1][CH:2]([CH2:16][CH2:17][C:18]1[N:23]=[N:22][C:21]2[NH:24][C:25]([C:27]3[CH:32]=[CH:31][CH:30]=[CH:29][C:28]=3[F:33])=[CH:26][C:20]=2[CH:19]=1)[CH2:3][N:4]1[CH:8]=[C:7]([C:9]([OH:11])=[O:10])[N:6]=[N:5]1. (3) Given the reactants Br[C:2]1[CH:21]=[CH:20][CH:19]=[C:18]2[C:3]=1[CH2:4][CH:5]1[CH2:9][C:8](=[O:10])[N:7]([C:11]([O:13][C:14]([CH3:17])([CH3:16])[CH3:15])=[O:12])[CH:6]12.C([Sn](CCCC)(CCCC)[C:27]1[CH:28]=[N:29][CH:30]=[CH:31][CH:32]=1)CCC, predict the reaction product. The product is: [O:10]=[C:8]1[N:7]([C:11]([O:13][C:14]([CH3:17])([CH3:16])[CH3:15])=[O:12])[CH:6]2[C:18]3[C:3]([CH2:4][CH:5]2[CH2:9]1)=[C:2]([C:27]1[CH:28]=[N:29][CH:30]=[CH:31][CH:32]=1)[CH:21]=[CH:20][CH:19]=3. (4) Given the reactants [Br:1][C:2]1[CH:3]=[CH:4][C:5]2[O:10][CH2:9][C:8](=[O:11])[NH:7][C:6]=2[CH:12]=1.C([O-])([O-])=O.[K+].[K+].[CH2:19]([O:21][C:22](=[O:26])[CH:23](Br)[CH3:24])[CH3:20], predict the reaction product. The product is: [CH2:19]([O:21][C:22](=[O:26])[CH:23]([N:7]1[C:6]2[CH:12]=[C:2]([Br:1])[CH:3]=[CH:4][C:5]=2[O:10][CH2:9][C:8]1=[O:11])[CH3:24])[CH3:20].